From a dataset of NCI-60 drug combinations with 297,098 pairs across 59 cell lines. Regression. Given two drug SMILES strings and cell line genomic features, predict the synergy score measuring deviation from expected non-interaction effect. (1) Drug 2: C(CC(=O)O)C(=O)CN.Cl. Cell line: SF-539. Drug 1: C1=CN(C(=O)N=C1N)C2C(C(C(O2)CO)O)O.Cl. Synergy scores: CSS=48.0, Synergy_ZIP=-1.99, Synergy_Bliss=-2.17, Synergy_Loewe=-2.99, Synergy_HSA=2.25. (2) Drug 1: C1CCN(CC1)CCOC2=CC=C(C=C2)C(=O)C3=C(SC4=C3C=CC(=C4)O)C5=CC=C(C=C5)O. Drug 2: CC1CCC2CC(C(=CC=CC=CC(CC(C(=O)C(C(C(=CC(C(=O)CC(OC(=O)C3CCCCN3C(=O)C(=O)C1(O2)O)C(C)CC4CCC(C(C4)OC)O)C)C)O)OC)C)C)C)OC. Cell line: SK-MEL-5. Synergy scores: CSS=12.7, Synergy_ZIP=1.98, Synergy_Bliss=0.115, Synergy_Loewe=-22.8, Synergy_HSA=-5.03. (3) Drug 1: C1CCN(CC1)CCOC2=CC=C(C=C2)C(=O)C3=C(SC4=C3C=CC(=C4)O)C5=CC=C(C=C5)O. Drug 2: C1=NNC2=C1C(=O)NC=N2. Cell line: SNB-19. Synergy scores: CSS=5.27, Synergy_ZIP=-1.63, Synergy_Bliss=-1.36, Synergy_Loewe=-0.795, Synergy_HSA=-0.784. (4) Drug 1: C1=NC2=C(N1)C(=S)N=C(N2)N. Drug 2: CN1C(=O)N2C=NC(=C2N=N1)C(=O)N. Cell line: MALME-3M. Synergy scores: CSS=8.37, Synergy_ZIP=-0.835, Synergy_Bliss=0.529, Synergy_Loewe=-26.4, Synergy_HSA=-2.78. (5) Drug 1: CC1C(C(CC(O1)OC2CC(CC3=C2C(=C4C(=C3O)C(=O)C5=C(C4=O)C(=CC=C5)OC)O)(C(=O)CO)O)N)O.Cl. Drug 2: C1=CC(=C2C(=C1NCCNCCO)C(=O)C3=C(C=CC(=C3C2=O)O)O)NCCNCCO. Cell line: EKVX. Synergy scores: CSS=16.2, Synergy_ZIP=-4.40, Synergy_Bliss=0.459, Synergy_Loewe=-5.15, Synergy_HSA=-0.257. (6) Drug 1: C1=CC(=C2C(=C1NCCNCCO)C(=O)C3=C(C=CC(=C3C2=O)O)O)NCCNCCO. Drug 2: CC12CCC3C(C1CCC2OP(=O)(O)O)CCC4=C3C=CC(=C4)OC(=O)N(CCCl)CCCl.[Na+]. Cell line: HCT116. Synergy scores: CSS=34.9, Synergy_ZIP=-5.60, Synergy_Bliss=-9.13, Synergy_Loewe=-30.5, Synergy_HSA=-6.35.